This data is from NCI-60 drug combinations with 297,098 pairs across 59 cell lines. The task is: Regression. Given two drug SMILES strings and cell line genomic features, predict the synergy score measuring deviation from expected non-interaction effect. Drug 1: CN1C2=C(C=C(C=C2)N(CCCl)CCCl)N=C1CCCC(=O)O.Cl. Drug 2: CC12CCC3C(C1CCC2OP(=O)(O)O)CCC4=C3C=CC(=C4)OC(=O)N(CCCl)CCCl.[Na+]. Cell line: K-562. Synergy scores: CSS=18.5, Synergy_ZIP=-5.34, Synergy_Bliss=-3.35, Synergy_Loewe=-4.24, Synergy_HSA=-2.74.